This data is from Forward reaction prediction with 1.9M reactions from USPTO patents (1976-2016). The task is: Predict the product of the given reaction. The product is: [O:24]1[C:34]2[C:29](=[CH:30][CH:31]=[CH:32][CH:33]=2)[CH:28]=[C:27]([C:35]([NH:10][C@H:9]([C:11]([O:13][CH3:14])=[O:12])[CH2:8][C:7]2[CH:6]=[CH:5][C:4]([O:3][CH3:2])=[CH:16][CH:15]=2)=[O:36])[C:25]1=[O:26]. Given the reactants Cl.[CH3:2][O:3][C:4]1[CH:16]=[CH:15][C:7]([CH2:8][C@@H:9]([C:11]([O:13][CH3:14])=[O:12])[NH2:10])=[CH:6][CH:5]=1.C(N(CC)CC)C.[O:24]1[C:34]2[C:29](=[CH:30][CH:31]=[CH:32][CH:33]=2)[CH:28]=[C:27]([C:35](O)=[O:36])[C:25]1=[O:26].CCN=C=NCCCN(C)C.Cl, predict the reaction product.